From a dataset of Forward reaction prediction with 1.9M reactions from USPTO patents (1976-2016). Predict the product of the given reaction. The product is: [NH2:33][C:31]1[N:32]=[C:27]([C:51]2[S:50][C:49]([C:36]3([OH:35])[C:44]4[C:39](=[CH:40][C:41]([C:45]([O:47][CH3:48])=[O:46])=[CH:42][CH:43]=4)[CH2:38][CH2:37]3)=[N:53][CH:52]=2)[CH:28]=[C:29]([CH3:34])[CH:30]=1. Given the reactants C(P(C12CC3CC(CC(C3)C1)C2)C12CC3CC(CC(C3)C1)C2)CCC.Br[C:27]1[N:32]=[C:31]([NH2:33])[CH:30]=[C:29]([CH3:34])[CH:28]=1.[OH:35][C:36]1([C:49]2[S:50][CH:51]=[CH:52][N:53]=2)[C:44]2[C:39](=[CH:40][C:41]([C:45]([O:47][CH3:48])=[O:46])=[CH:42][CH:43]=2)[CH2:38][CH2:37]1.[F-].[Cs+].C(O)(=O)C(C)(C)C, predict the reaction product.